From a dataset of Forward reaction prediction with 1.9M reactions from USPTO patents (1976-2016). Predict the product of the given reaction. (1) Given the reactants [C:1]12([CH2:11][CH2:12][N:13]([CH2:27][CH2:28][CH2:29][CH2:30][CH3:31])[C:14]([NH:16][CH2:17][CH2:18][CH:19]([OH:26])[C:20]3[CH:25]=[CH:24][N:23]=[CH:22][CH:21]=3)=[O:15])[CH2:10][CH:5]3[CH2:6][CH:7]([CH2:9][CH:3]([CH2:4]3)[CH2:2]1)[CH2:8]2.C(OCC)(=O)C.S([O-])([O-])=O.[Na+].[Na+].C(=O)([O-])O.[Na+], predict the reaction product. The product is: [C:1]12([CH2:11][CH2:12][N:13]([CH2:27][CH2:28][CH2:29][CH2:30][CH3:31])[C:14]([NH:16][CH2:17][CH2:18][C:19](=[O:26])[C:20]3[CH:25]=[CH:24][N:23]=[CH:22][CH:21]=3)=[O:15])[CH2:8][CH:7]3[CH2:6][CH:5]([CH2:4][CH:3]([CH2:9]3)[CH2:2]1)[CH2:10]2. (2) Given the reactants [OH:1][C:2]1[CH:10]=[CH:9][C:5]([CH2:6][CH2:7][OH:8])=[CH:4][CH:3]=1.N1CCNCC1.[CH:17](=[O:26])[CH:18]=[CH:19][C:20]1[CH:25]=[CH:24][CH:23]=[CH:22][CH:21]=1.Cl, predict the reaction product. The product is: [OH:8][CH2:7][CH2:6][C:5]1[CH:4]=[C:3]2[C:2](=[CH:10][CH:9]=1)[O:1][CH:17]([OH:26])[CH2:18][CH:19]2[C:20]1[CH:25]=[CH:24][CH:23]=[CH:22][CH:21]=1. (3) Given the reactants C([NH:8][C@H:9]1[CH2:14][CH2:13][C@H:12]([C:15]2[CH:20]=[CH:19][C:18]([O:21]CC3C=CC=CC=3)=[CH:17][N:16]=2)[CH2:11][CH2:10]1)C1C=CC=CC=1, predict the reaction product. The product is: [NH2:8][C@H:9]1[CH2:10][CH2:11][C@H:12]([C:15]2[N:16]=[CH:17][C:18]([OH:21])=[CH:19][CH:20]=2)[CH2:13][CH2:14]1. (4) Given the reactants [CH3:1][C:2]1[O:3][C:4]([CH2:7][CH:8]2[CH2:13][CH2:12][NH:11][CH2:10][CH2:9]2)=[N:5][N:6]=1.C(N(CC)CC)C.[C:21](Cl)(=[O:24])[CH:22]=[CH2:23], predict the reaction product. The product is: [CH3:1][C:2]1[O:3][C:4]([CH2:7][CH:8]2[CH2:13][CH2:12][N:11]([C:21](=[O:24])[CH:22]=[CH2:23])[CH2:10][CH2:9]2)=[N:5][N:6]=1. (5) Given the reactants [Cl:1][C:2]1[N:10]=[C:9]2[C:5]([N:6]=[CH:7][N:8]2[CH:11]([CH3:13])[CH3:12])=[C:4](Cl)[N:3]=1.[CH3:15][O:16][C:17]1[C:24]([O:25][CH3:26])=[CH:23][CH:22]=[CH:21][C:18]=1[CH2:19][NH2:20], predict the reaction product. The product is: [Cl:1][C:2]1[N:10]=[C:9]2[C:5]([N:6]=[CH:7][N:8]2[CH:11]([CH3:13])[CH3:12])=[C:4]([NH:20][CH2:19][C:18]2[CH:21]=[CH:22][CH:23]=[C:24]([O:25][CH3:26])[C:17]=2[O:16][CH3:15])[N:3]=1. (6) Given the reactants [Li+].C[Si]([N-][Si](C)(C)C)(C)C.C1COCC1.[N+:16]([CH2:18][C:19]([O:21]C)=O)#[C-].[Br:23][C:24]1[CH:25]=[C:26]([CH2:30]C(Cl)=O)[CH:27]=[CH:28][CH:29]=1, predict the reaction product. The product is: [NH2:16][CH2:18][C:19](=[O:21])[CH2:30][C:26]1[CH:27]=[CH:28][CH:29]=[C:24]([Br:23])[CH:25]=1.